Dataset: HIV replication inhibition screening data with 41,000+ compounds from the AIDS Antiviral Screen. Task: Binary Classification. Given a drug SMILES string, predict its activity (active/inactive) in a high-throughput screening assay against a specified biological target. The drug is COc1ccc2c(c1)CCC1=C2CC(=O)N2CCCCN12. The result is 0 (inactive).